Dataset: Forward reaction prediction with 1.9M reactions from USPTO patents (1976-2016). Task: Predict the product of the given reaction. (1) Given the reactants [C:1]([C:4]1[CH:5]([C:23]2[CH:31]=[CH:30][C:29]([C:32]#[N:33])=[CH:28][C:24]=2[C:25](O)=[O:26])[N:6]([CH3:22])[C:7](=[O:21])[N:8]([C:11]2[CH:16]=[CH:15][CH:14]=[C:13]([C:17]([F:20])([F:19])[F:18])[CH:12]=2)[C:9]=1[CH3:10])(=[O:3])[CH3:2].C(N(CC)CC)C.F[P-](F)(F)(F)(F)F.[N:48]1(OC(N(C)C)=[N+](C)C)[C:52]2N=CC=[CH:56][C:51]=2N=N1, predict the reaction product. The product is: [C:1]([C:4]1[CH:5]([C:23]2[CH:31]=[CH:30][C:29]([C:32]#[N:33])=[CH:28][C:24]=2[C:25]([NH:48][CH2:52][C:51]#[CH:56])=[O:26])[N:6]([CH3:22])[C:7](=[O:21])[N:8]([C:11]2[CH:16]=[CH:15][CH:14]=[C:13]([C:17]([F:18])([F:19])[F:20])[CH:12]=2)[C:9]=1[CH3:10])(=[O:3])[CH3:2]. (2) Given the reactants [I:1][C:2]1[CH:3]=[N:4][N:5]([CH2:8][C:9]2([O:16][CH2:17][CH2:18][CH:19]=O)[CH2:15][CH2:14][CH2:13][CH2:12][CH2:11][CH2:10]2)[C:6]=1[CH3:7].[NH:21]1[CH2:26][CH2:25][O:24][CH2:23][CH2:22]1.C(O[BH-](OC(=O)C)OC(=O)C)(=O)C.[Na+].[OH-].[Na+], predict the reaction product. The product is: [I:1][C:2]1[CH:3]=[N:4][N:5]([CH2:8][C:9]2([O:16][CH2:17][CH2:18][CH2:19][N:21]3[CH2:26][CH2:25][O:24][CH2:23][CH2:22]3)[CH2:10][CH2:11][CH2:12][CH2:13][CH2:14][CH2:15]2)[C:6]=1[CH3:7]. (3) Given the reactants [CH2:1]([N:3]1[C:7]2[CH:8]=[CH:9][CH:10]=[CH:11][C:6]=2[N:5]=[C:4]1[CH3:12])[CH3:2].[Se](=O)=[O:14], predict the reaction product. The product is: [CH2:1]([N:3]1[C:7]2[CH:8]=[CH:9][CH:10]=[CH:11][C:6]=2[N:5]=[C:4]1[CH:12]=[O:14])[CH3:2]. (4) Given the reactants [NH2:1][C:2]1[C:6]([C:7]([O:9][CH2:10][CH3:11])=[O:8])=[CH:5][N:4]([C:12]2[CH:17]=[CH:16][CH:15]=[C:14](Br)[CH:13]=2)[N:3]=1.[F:19][C:20]([F:32])([F:31])[O:21][C:22]1[CH:27]=[CH:26][CH:25]=[CH:24][C:23]=1B(O)O.C(=O)([O-])[O-].[Na+].[Na+], predict the reaction product. The product is: [NH2:1][C:2]1[C:6]([C:7]([O:9][CH2:10][CH3:11])=[O:8])=[CH:5][N:4]([C:12]2[CH:13]=[C:14]([C:23]3[CH:24]=[CH:25][CH:26]=[CH:27][C:22]=3[O:21][C:20]([F:19])([F:32])[F:31])[CH:15]=[CH:16][CH:17]=2)[N:3]=1. (5) Given the reactants [ClH:1].[NH2:2][C:3]1[NH:7][C:6]2[CH:8]=[C:9]([NH:12][C:13]([C:15]3[CH:23]=[CH:22][CH:21]=[CH:20][C:16]=3[C:17]([OH:19])=[O:18])=[O:14])[CH:10]=[CH:11][C:5]=2[N:4]=1.N[C:25]1C=CC2N=C(N(C(OC(C)(C)C)=O)C(OC(C)(C)C)=O)N(C(OC(C)(C)C)=O)C=2C=1.C12CC(C=C1)C1C(OC(=O)C21)=O, predict the reaction product. The product is: [ClH:1].[NH2:2][C:3]1[NH:7][C:6]2[CH:8]=[C:9]([NH:12][C:13]([C@@H:15]3[CH:23]4[CH2:25][CH:20]([CH:21]=[CH:22]4)[C@@H:16]3[C:17]([OH:19])=[O:18])=[O:14])[CH:10]=[CH:11][C:5]=2[N:4]=1. (6) Given the reactants [Cl:1][C:2]1[CH:3]=[C:4]([CH:8]=[CH:9][C:10]=1[N+:11]([O-:13])=[O:12])[C:5](Cl)=[O:6].C(N(CC)C(C)C)(C)C.[CH3:23][N:24]([CH3:31])[CH2:25][C:26]([CH3:30])([CH3:29])[CH2:27][NH2:28], predict the reaction product. The product is: [Cl:1][C:2]1[CH:3]=[C:4]([CH:8]=[CH:9][C:10]=1[N+:11]([O-:13])=[O:12])[C:5]([NH:28][CH2:27][C:26]([CH3:30])([CH3:29])[CH2:25][N:24]([CH3:31])[CH3:23])=[O:6]. (7) Given the reactants Cl[C:2]1[CH:34]=[CH:33][C:5]2=[N:6][N:7]([C:9]3[CH:14]=[C:13]([C:15]([CH2:18][C:19]([CH3:22])([CH3:21])[CH3:20])([CH3:17])[CH3:16])[CH:12]=[C:11]([C:23]([C:26]4[CH:31]=[CH:30][CH:29]=[CH:28][CH:27]=4)([CH3:25])[CH3:24])[C:10]=3[OH:32])[N:8]=[C:4]2[CH:3]=1.CN1CCCC1=O.[OH-].[K+].[C:44]1([SH:50])[CH:49]=[CH:48][CH:47]=[CH:46][CH:45]=1, predict the reaction product. The product is: [C:44]1([S:50][C:2]2[CH:34]=[CH:33][C:5]3=[N:6][N:7]([C:9]4[CH:14]=[C:13]([C:15]([CH2:18][C:19]([CH3:22])([CH3:21])[CH3:20])([CH3:17])[CH3:16])[CH:12]=[C:11]([C:23]([C:26]5[CH:31]=[CH:30][CH:29]=[CH:28][CH:27]=5)([CH3:25])[CH3:24])[C:10]=4[OH:32])[N:8]=[C:4]3[CH:3]=2)[CH:49]=[CH:48][CH:47]=[CH:46][CH:45]=1.